Task: Regression. Given two drug SMILES strings and cell line genomic features, predict the synergy score measuring deviation from expected non-interaction effect.. Dataset: NCI-60 drug combinations with 297,098 pairs across 59 cell lines Drug 1: C1=CC(=CC=C1CCC2=CNC3=C2C(=O)NC(=N3)N)C(=O)NC(CCC(=O)O)C(=O)O. Drug 2: C1C(C(OC1N2C=C(C(=O)NC2=O)F)CO)O. Cell line: MDA-MB-435. Synergy scores: CSS=24.3, Synergy_ZIP=2.15, Synergy_Bliss=6.32, Synergy_Loewe=8.67, Synergy_HSA=9.46.